This data is from Reaction yield outcomes from USPTO patents with 853,638 reactions. The task is: Predict the reaction yield, written as a fraction of the theoretical maximum amount of product (1.0 means a 100% yield; for example, 0.34 means a 34% yield). (1) The reactants are [Cl:1][C:2]1[CH:7]=[CH:6][C:5]([O:8][C:9]2[CH:14]=[CH:13][C:12]([CH:15]=[CH2:16])=[CH:11][CH:10]=2)=[CH:4][C:3]=1[C:17]([F:20])([F:19])[F:18].B1C2CCCC1CCC2.[OH-].[Na+].OO.[O-:34]S([O-])=O.[Na+].[Na+]. The catalyst is C1COCC1. The product is [Cl:1][C:2]1[CH:7]=[CH:6][C:5]([O:8][C:9]2[CH:10]=[CH:11][C:12]([CH2:15][CH2:16][OH:34])=[CH:13][CH:14]=2)=[CH:4][C:3]=1[C:17]([F:18])([F:19])[F:20]. The yield is 0.692. (2) The reactants are [OH-:1].[Na+].C1C2=CC3C=CC=[CH:13][C:14]=3N2CC1.[CH3:15][N:16]1[C:24]2[C:19](=[CH:20][CH:21]=[CH:22][CH:23]=2)[C:18]([CH3:25])=[CH:17]1. No catalyst specified. The product is [CH2:13]1[C:17]2=[C:18]([CH:25]=[O:1])[C:19]3[CH:20]=[CH:21][CH:22]=[CH:23][C:24]=3[N:16]2[CH2:15][CH2:14]1. The yield is 0.600. (3) The reactants are ClC1[N:10]=[C:9]2C(N=C[N:8]2[CH:11]2[CH2:16][CH2:15][CH2:14]CO2)=C(NC2CCC(CO)CC2)N=1.[NH:26]1[CH2:31][CH2:30][O:29][CH2:28][CH2:27]1. The catalyst is C[Si]([N-][Si](C)(C)C)(C)C.[Li+].CC(C1C=C(C(C)C)C(C2C=CC=CC=2P(C2CCCCC2)C2CCCCC2)=C(C(C)C)C=1)C. The product is [O:29]1[CH2:30][CH2:31][N:26]([C:16]2[CH:15]=[CH:14][C:9]([NH2:10])=[N:8][CH:11]=2)[CH2:27][CH2:28]1. The yield is 0.670. (4) The catalyst is C1COCC1. The yield is 0.564. The product is [CH3:19][O:1][C@H:2]1[CH2:7][CH2:6][CH2:5][C@@H:4]([NH:8][C:9](=[O:15])[O:10][C:11]([CH3:12])([CH3:14])[CH3:13])[CH2:3]1. The reactants are [OH:1][C@H:2]1[CH2:7][CH2:6][CH2:5][C@@H:4]([NH:8][C:9](=[O:15])[O:10][C:11]([CH3:14])([CH3:13])[CH3:12])[CH2:3]1.[H-].[Na+].I[CH3:19].